This data is from Catalyst prediction with 721,799 reactions and 888 catalyst types from USPTO. The task is: Predict which catalyst facilitates the given reaction. (1) Reactant: Br[C:2]1[CH:3]=[CH:4][C:5]2[O:9][C:8]([CH2:10][OH:11])=[CH:7][C:6]=2[CH:12]=1.C([Sn](CCCC)(CCCC)[C:18]1[CH:23]=[N:22][CH:21]=[CH:20][N:19]=1)CCC. Product: [N:19]1[CH:20]=[CH:21][N:22]=[CH:23][C:18]=1[C:2]1[CH:3]=[CH:4][C:5]2[O:9][C:8]([CH2:10][OH:11])=[CH:7][C:6]=2[CH:12]=1. The catalyst class is: 109. (2) Reactant: [NH:1]1[C:9]2[C:4](=[CH:5][CH:6]=[CH:7][CH:8]=2)[CH2:3][C:2]1=[O:10].[C:11]1([C:17]([C:19]2[CH:24]=[CH:23][C:22]([CH3:25])=[CH:21][CH:20]=2)=O)[CH:16]=[CH:15][CH:14]=[CH:13][CH:12]=1.[Li+].[Cl-].CN(C)CCN. Product: [C:11]1([C:17]([C:19]2[CH:20]=[CH:21][C:22]([CH3:25])=[CH:23][CH:24]=2)=[C:3]2[C:4]3[C:9](=[CH:8][CH:7]=[CH:6][CH:5]=3)[NH:1][C:2]2=[O:10])[CH:12]=[CH:13][CH:14]=[CH:15][CH:16]=1. The catalyst class is: 8. (3) Reactant: C(N(C(C)C)CC)(C)C.C1N(P(Cl)(N2C(=O)OCC2)=O)C(=O)OC1.Cl.[Cl:26][CH2:27][CH2:28][CH2:29][CH:30]([C:35]1[CH:40]=[C:39]([F:41])[C:38]([F:42])=[C:37]([F:43])[CH:36]=1)[C:31]([NH:33][NH2:34])=[O:32].[F:44][C:45]1[CH:50]=[C:49]([N:51]2[CH:55]=[C:54]([CH3:56])[N:53]=[CH:52]2)[C:48]([O:57][CH3:58])=[CH:47][C:46]=1/[CH:59]=[CH:60]/[C:61](O)=[O:62].[Cl-].[NH4+]. Product: [F:44][C:45]1[CH:50]=[C:49]([N:51]2[CH:55]=[C:54]([CH3:56])[N:53]=[CH:52]2)[C:48]([O:57][CH3:58])=[CH:47][C:46]=1/[CH:59]=[CH:60]/[C:61]([NH:34][NH:33][C:31](=[O:32])[CH:30]([C:35]1[CH:36]=[C:37]([F:43])[C:38]([F:42])=[C:39]([F:41])[CH:40]=1)[CH2:29][CH2:28][CH2:27][Cl:26])=[O:62]. The catalyst class is: 124.